This data is from Catalyst prediction with 721,799 reactions and 888 catalyst types from USPTO. The task is: Predict which catalyst facilitates the given reaction. (1) The catalyst class is: 6. Product: [Br:1][C:2]1[N:7]=[C:6]([NH2:8])[CH:5]=[C:4]([O:15][CH3:14])[CH:3]=1. Reactant: [Br:1][C:2]1[N:7]=[C:6]([NH2:8])[CH:5]=[C:4](Cl)[CH:3]=1.C[O-].[Na+].C[CH2:14][O:15]CC. (2) Product: [CH3:29][C@@:18]1([CH2:17][N:14]2[CH2:15][CH2:16][CH:11]([N:10]([CH3:35])[C:7]3[CH:8]=[CH:9][C:4]([O:3][C:2]([F:1])([F:30])[F:31])=[CH:5][CH:6]=3)[CH2:12][CH2:13]2)[O:22][C:21]2=[N:23][C:24]([N+:26]([O-:28])=[O:27])=[CH:25][N:20]2[CH2:19]1. Reactant: [F:1][C:2]([F:31])([F:30])[O:3][C:4]1[CH:9]=[CH:8][C:7]([NH:10][CH:11]2[CH2:16][CH2:15][N:14]([CH2:17][C@:18]3([CH3:29])[O:22][C:21]4=[N:23][C:24]([N+:26]([O-:28])=[O:27])=[CH:25][N:20]4[CH2:19]3)[CH2:13][CH2:12]2)=[CH:6][CH:5]=1.C=O.[B-][C:35]#N.[Na+].C(O)(=O)C.C(=O)([O-])O.[Na+]. The catalyst class is: 5. (3) Reactant: I[C:2]1[CH:7]=[CH:6][C:5]([N:8]2[CH:13]=[CH:12][CH:11]=[CH:10]/[C:9]/2=[N:14]\[C:15]#[N:16])=[CH:4][CH:3]=1.[Cl:17][C:18]1[S:22][C:21]([C:23]([NH:25][CH2:26][C:27]2[N:28]=[CH:29][NH:30][CH:31]=2)=[O:24])=[CH:20][CH:19]=1.OC1C=CC=C2C=1N=CC=C2.C([O-])([O-])=O.[K+].[K+]. Product: [Cl:17][C:18]1[S:22][C:21]([C:23]([NH:25][CH2:26][C:27]2[N:28]=[CH:29][N:30]([C:2]3[CH:7]=[CH:6][C:5]([N:8]4[CH:13]=[CH:12][CH:11]=[CH:10]/[C:9]/4=[N:14]\[C:15]#[N:16])=[CH:4][CH:3]=3)[CH:31]=2)=[O:24])=[CH:20][CH:19]=1. The catalyst class is: 156. (4) Reactant: [NH2:1][CH2:2][CH2:3][CH2:4][CH2:5][NH:6][CH2:7][CH2:8][CH2:9][NH2:10].[C:11]([OH:18])(=[O:17])/[CH:12]=[CH:13]/[C:14]([OH:16])=[O:15]. Product: [C:11]([OH:18])(=[O:17])/[CH:12]=[CH:13]/[C:14]([OH:16])=[O:15].[NH2:1][CH2:2][CH2:3][CH2:4][CH2:5][NH:6][CH2:7][CH2:8][CH2:9][NH2:10]. The catalyst class is: 6. (5) Reactant: Cl[CH2:2][C:3]#[N:4].[CH2:5]([NH2:12])[C:6]1[CH:11]=[CH:10][CH:9]=[CH:8][CH:7]=1. Product: [CH2:5]([NH:12][CH2:2][C:3]#[N:4])[C:6]1[CH:11]=[CH:10][CH:9]=[CH:8][CH:7]=1. The catalyst class is: 25. (6) Reactant: [C:1]([O:5][C:6](=[O:39])[NH:7][CH2:8][C:9]1[CH:38]=[CH:37][C:12]2[N:13]([CH2:32][CH2:33][CH2:34][CH2:35]O)[C:14]([CH2:16][N:17]3[C:26]4[C:21](=[CH:22][CH:23]=[CH:24][CH:25]=4)[C:20](=[O:27])[N:19]([CH:28]4[CH2:30][CH2:29]4)[C:18]3=[O:31])=[N:15][C:11]=2[CH:10]=1)([CH3:4])([CH3:3])[CH3:2].CCN(S(F)(F)[F:46])CC. Product: [C:1]([O:5][C:6](=[O:39])[NH:7][CH2:8][C:9]1[CH:38]=[CH:37][C:12]2[N:13]([CH2:32][CH2:33][CH2:34][CH2:35][F:46])[C:14]([CH2:16][N:17]3[C:26]4[C:21](=[CH:22][CH:23]=[CH:24][CH:25]=4)[C:20](=[O:27])[N:19]([CH:28]4[CH2:30][CH2:29]4)[C:18]3=[O:31])=[N:15][C:11]=2[CH:10]=1)([CH3:4])([CH3:3])[CH3:2]. The catalyst class is: 2.